Dataset: Full USPTO retrosynthesis dataset with 1.9M reactions from patents (1976-2016). Task: Predict the reactants needed to synthesize the given product. (1) Given the product [Cl:34][C:32]1[CH:33]=[C:25]([B:10]2[O:11][C:12]([CH3:17])([CH3:18])[C:13]([CH3:15])([CH3:16])[O:14]2)[CH:26]=[C:27]2[C:31]=1[NH:30][CH:29]=[CH:28]2, predict the reactants needed to synthesize it. The reactants are: [B:10]1([B:10]2[O:14][C:13]([CH3:16])([CH3:15])[C:12]([CH3:18])([CH3:17])[O:11]2)[O:14][C:13]([CH3:16])([CH3:15])[C:12]([CH3:18])([CH3:17])[O:11]1.C([O-])(=O)C.[K+].Br[C:25]1[CH:26]=[C:27]2[C:31](=[C:32]([Cl:34])[CH:33]=1)[NH:30][CH:29]=[CH:28]2.C(Cl)Cl. (2) The reactants are: [Cl:1][C:2]1[N:3]=[C:4]([O:20][CH:21]2[CH2:26][CH2:25][C:24]([CH3:28])([OH:27])[CH2:23][CH2:22]2)[C:5]2[C:10](I)=[CH:9][N:8]([CH2:12][O:13][CH2:14][CH2:15][Si:16]([CH3:19])([CH3:18])[CH3:17])[C:6]=2[N:7]=1.[CH3:29][C:30]1[O:31][C:32]2[CH:38]=[C:37](B3OC(C)(C)C(C)(C)O3)[CH:36]=[CH:35][C:33]=2[N:34]=1.O.O.O.P([O-])([O-])([O-])=O.[K+].[K+].[K+].O1CCOCC1. Given the product [Cl:1][C:2]1[N:3]=[C:4]([O:20][CH:21]2[CH2:26][CH2:25][C:24]([CH3:28])([OH:27])[CH2:23][CH2:22]2)[C:5]2[C:10]([C:37]3[CH:36]=[CH:35][C:33]4[N:34]=[C:30]([CH3:29])[O:31][C:32]=4[CH:38]=3)=[CH:9][N:8]([CH2:12][O:13][CH2:14][CH2:15][Si:16]([CH3:19])([CH3:18])[CH3:17])[C:6]=2[N:7]=1, predict the reactants needed to synthesize it. (3) Given the product [Cl:24][C:25]1[CH:30]=[CH:29][CH:28]=[CH:27][C:26]=1[CH2:31][CH2:32][NH:33][C:11]1[N:10]=[C:9]([NH:8][C:5]2[N:6]=[N:7][C:2]([Cl:1])=[C:3]([C:18]3[CH:23]=[CH:22][CH:21]=[CH:20][CH:19]=3)[CH:4]=2)[CH:14]=[CH:13][N:12]=1, predict the reactants needed to synthesize it. The reactants are: [Cl:1][C:2]1[N:7]=[N:6][C:5]([NH:8][C:9]2[CH:14]=[CH:13][N:12]=[C:11](S(C)=O)[N:10]=2)=[CH:4][C:3]=1[C:18]1[CH:23]=[CH:22][CH:21]=[CH:20][CH:19]=1.[Cl:24][C:25]1[CH:30]=[CH:29][CH:28]=[CH:27][C:26]=1[CH2:31][CH2:32][NH2:33]. (4) Given the product [C:45]([O:44][C:42]([N:41]1[C@H:39]2[CH2:38][CH2:37][CH2:36][C@@H:35]1[CH2:34][CH:33]([NH:32][C:50](=[O:51])[CH2:53][C@@H:54]1[N:60]=[C:59]([C:61]3[CH:66]=[CH:65][C:64]([Cl:67])=[CH:63][CH:62]=3)[C:58]3[C:68]([CH3:72])=[C:69]([CH3:71])[S:70][C:57]=3[N:56]3[C:73]([CH3:76])=[N:74][N:75]=[C:55]13)[CH2:40]2)=[O:43])([CH3:48])([CH3:47])[CH3:46], predict the reactants needed to synthesize it. The reactants are: CN(C(ON1N=NC2C=CC=NC1=2)=[N+](C)C)C.F[P-](F)(F)(F)(F)F.C(N(CC)CC)C.[NH2:32][CH:33]1[CH2:40][C@H:39]2[N:41]([C:42]([O:44][C:45]([CH3:48])([CH3:47])[CH3:46])=[O:43])[C@H:35]([CH2:36][CH2:37][CH2:38]2)[CH2:34]1.Cl.[C:50]([CH2:53][C@@H:54]1[N:60]=[C:59]([C:61]2[CH:66]=[CH:65][C:64]([Cl:67])=[CH:63][CH:62]=2)[C:58]2[C:68]([CH3:72])=[C:69]([CH3:71])[S:70][C:57]=2[N:56]2[C:73]([CH3:76])=[NH+:74][N:75]=[C:55]12)(O)=[O:51]. (5) Given the product [Br:1][C:2]1[CH:10]=[C:6]([C:7]([N:14]=[S:12]([C:15]2[CH:16]=[C:17]([CH:22]=[CH:23][CH:24]=2)[C:18]([O:20][CH3:21])=[O:19])([CH3:11])=[O:13])=[O:9])[CH:5]=[N:4][CH:3]=1, predict the reactants needed to synthesize it. The reactants are: [Br:1][C:2]1[CH:3]=[N:4][CH:5]=[C:6]([CH:10]=1)[C:7]([OH:9])=O.[CH3:11][S:12]([C:15]1[CH:16]=[C:17]([CH:22]=[CH:23][CH:24]=1)[C:18]([O:20][CH3:21])=[O:19])(=[NH:14])=[O:13]. (6) Given the product [Cl:1][C:2]1[CH:3]=[CH:4][C:5]2[N:11]3[CH:12]=[CH:13][CH:14]=[C:10]3[C@@H:9]([CH2:15][CH2:16][C:17]3[N:19]([CH2:20][CH2:21][C:22]#[N:23])[N:60]=[N:59][N:58]=3)[O:8][C@H:7]([C:24]3[CH:29]=[CH:28][CH:27]=[C:26]([O:30][CH3:31])[C:25]=3[O:32][CH3:33])[C:6]=2[CH:34]=1, predict the reactants needed to synthesize it. The reactants are: [Cl:1][C:2]1[CH:3]=[CH:4][C:5]2[N:11]3[CH:12]=[CH:13][CH:14]=[C:10]3[C@@H:9]([CH2:15][CH2:16][C:17]([NH:19][CH2:20][CH2:21][C:22]#[N:23])=O)[O:8][C@H:7]([C:24]3[CH:29]=[CH:28][CH:27]=[C:26]([O:30][CH3:31])[C:25]=3[O:32][CH3:33])[C:6]=2[CH:34]=1.C1(P(C2C=CC=CC=2)C2C=CC=CC=2)C=CC=CC=1.C[Si]([N:58]=[N+:59]=[N-:60])(C)C.C(=O)(O)[O-].[Na+].